From a dataset of Catalyst prediction with 721,799 reactions and 888 catalyst types from USPTO. Predict which catalyst facilitates the given reaction. (1) Reactant: [CH3:1][C:2]1[CH:3]=[N:4][N:5]([CH2:7][C:8]2[CH:13]=[CH:12][C:11]([CH2:14]O)=[CH:10][CH:9]=2)[CH:6]=1.C1(P(C2C=CC=CC=2)C2C=CC=CC=2)C=CC=CC=1.C(Br)(Br)(Br)[Br:36]. Product: [Br:36][CH2:14][C:11]1[CH:12]=[CH:13][C:8]([CH2:7][N:5]2[CH:6]=[C:2]([CH3:1])[CH:3]=[N:4]2)=[CH:9][CH:10]=1. The catalyst class is: 526. (2) Reactant: [Cl:1][C:2]1[CH:7]=[CH:6][CH:5]=[CH:4][C:3]=1[N:8]1[C:12]([C:13]2[O:14]C=CC=2)=[CH:11][C:10]([C:18]([F:21])([F:20])[F:19])=[N:9]1.O.P([O-])(O)(O)=[O:24].[Na+].Cl([O-])=O.[Na+].[OH-].[Na+].Cl. Product: [Cl:1][C:2]1[CH:7]=[CH:6][CH:5]=[CH:4][C:3]=1[N:8]1[C:12]([C:13]([OH:14])=[O:24])=[CH:11][C:10]([C:18]([F:21])([F:20])[F:19])=[N:9]1. The catalyst class is: 47. (3) Reactant: OO.S([O:7][C:8]1[CH:13]=[CH:12][C:11]([NH2:14])=[CH:10][C:9]=1[Cl:15])(O)(=O)=O.Cl.Cl.[CH2:18]([O:22][C:23]1[CH:28]=[CH:27][C:26]([NH2:29])=[CH:25][C:24]=1[NH2:30])[CH2:19][CH2:20][CH3:21].N. Product: [Cl:15][C:9]1[C:8](=[O:7])[CH:13]=[CH:12][C:11](=[N:14][C:27]2[CH:28]=[C:23]([O:22][CH2:18][CH2:19][CH2:20][CH3:21])[C:24]([NH2:30])=[CH:25][C:26]=2[NH2:29])[CH:10]=1. The catalyst class is: 97. (4) Reactant: [Br:1][C:2]1[CH:10]=[C:9]2[C:5]([CH:6]([C:12]3[CH:17]=[CH:16][C:15]([C:18]([F:21])([F:20])[F:19])=[CH:14][C:13]=3[O:22][CH3:23])[O:7][C:8]2=[O:11])=[CH:4][CH:3]=1.[OH-].[K+].[Mn]([O-])(=O)(=O)=[O:27].[K+]. Product: [Br:1][C:2]1[CH:3]=[CH:4][C:5]([C:6](=[O:7])[C:12]2[CH:17]=[CH:16][C:15]([C:18]([F:19])([F:21])[F:20])=[CH:14][C:13]=2[O:22][CH3:23])=[C:9]([CH:10]=1)[C:8]([OH:27])=[O:11]. The catalyst class is: 17. (5) The catalyst class is: 4. Reactant: F[C:2](F)(F)[C:3](O)=[O:4].[CH3:8][CH:9]1[CH2:14][CH2:13][N:12]([C:15]2[CH:20]=[C:19]([N:21]3[CH2:26][CH2:25][NH:24][CH2:23][CH2:22]3)[CH:18]=[CH:17][C:16]=2[NH:27][C:28]([C:30]2[NH:31][CH:32]=[C:33]([C:35]#[N:36])[CH:34]=2)=[O:29])[CH2:11][CH2:10]1.C(OC(=O)C)(=O)C.CCN(C(C)C)C(C)C.C(=O)(O)[O-].[Na+]. Product: [C:3]([N:24]1[CH2:23][CH2:22][N:21]([C:19]2[CH:18]=[CH:17][C:16]([NH:27][C:28]([C:30]3[NH:31][CH:32]=[C:33]([C:35]#[N:36])[CH:34]=3)=[O:29])=[C:15]([N:12]3[CH2:13][CH2:14][CH:9]([CH3:8])[CH2:10][CH2:11]3)[CH:20]=2)[CH2:26][CH2:25]1)(=[O:4])[CH3:2].